From a dataset of Full USPTO retrosynthesis dataset with 1.9M reactions from patents (1976-2016). Predict the reactants needed to synthesize the given product. The reactants are: [CH:1]1([O:6]/[N:7]=[C:8](\[C:12]2[CH:17]=[CH:16][C:15]([Cl:18])=[C:14]([Cl:19])[CH:13]=2)/[C:9]([OH:11])=O)[CH2:5][CH2:4][CH2:3][CH2:2]1.[NH2:20][C:21]1[S:22][C:23]2[CH:29]=[CH:28][CH:27]=[CH:26][C:24]=2[N:25]=1.C(N(CC)C(C)C)(C)C. Given the product [S:22]1[C:23]2[CH:29]=[CH:28][CH:27]=[CH:26][C:24]=2[N:25]=[C:21]1[NH:20][C:9](=[O:11])/[C:8](=[N:7]/[O:6][CH:1]1[CH2:2][CH2:3][CH2:4][CH2:5]1)/[C:12]1[CH:17]=[CH:16][C:15]([Cl:18])=[C:14]([Cl:19])[CH:13]=1, predict the reactants needed to synthesize it.